This data is from Reaction yield outcomes from USPTO patents with 853,638 reactions. The task is: Predict the reaction yield, written as a fraction of the theoretical maximum amount of product (1.0 means a 100% yield; for example, 0.34 means a 34% yield). (1) The reactants are Cl[C:2]1[C:11]([Cl:12])=[N:10][C:9]2[C:4](=[CH:5][CH:6]=[CH:7][CH:8]=2)[N:3]=1.[CH2:13]([S:16]([NH2:19])(=[O:18])=[O:17])[CH2:14][CH3:15].C(=O)([O-])[O-].[K+].[K+].C(O)(=O)C. The catalyst is CS(C)=O. The product is [Cl:12][C:11]1[C:2]([NH:19][S:16]([CH2:13][CH2:14][CH3:15])(=[O:18])=[O:17])=[N:3][C:4]2[C:9]([N:10]=1)=[CH:8][CH:7]=[CH:6][CH:5]=2. The yield is 0.840. (2) The reactants are [Cl:1][C:2]1[CH:3]=[CH:4][C:5]2[N:6]=[CH:7][C:8](=O)[NH:9][C:10]=2[N:11]=1.O=P(Cl)(Cl)[Cl:15]. No catalyst specified. The product is [Cl:15][C:8]1[N:9]=[C:10]2[N:11]=[C:2]([Cl:1])[CH:3]=[CH:4][C:5]2=[N:6][CH:7]=1. The yield is 0.900.